Dataset: Forward reaction prediction with 1.9M reactions from USPTO patents (1976-2016). Task: Predict the product of the given reaction. (1) Given the reactants [BH4-].[Na+].[CH3:3][O:4][CH2:5][O:6][C:7]1[CH:8]=[C:9]([CH:12]=[CH:13][CH:14]=1)[CH:10]=[O:11], predict the reaction product. The product is: [CH3:3][O:4][CH2:5][O:6][C:7]1[CH:8]=[C:9]([CH2:10][OH:11])[CH:12]=[CH:13][CH:14]=1. (2) Given the reactants FC(F)(F)CCC([N:7]1[CH2:14][CH2:13][N:12]([C:15]2[C:16]3[CH:23]=[CH:22][NH:21][C:17]=3[N:18]=[CH:19][N:20]=2)[CH2:11][C:8]21[CH2:10][CH2:9]2)=O.[CH2:26]([N:33]=[C:34]=[S:35])[C:27]1[CH:32]=[CH:31][CH:30]=[CH:29][CH:28]=1, predict the reaction product. The product is: [CH2:26]([NH:33][C:34]([N:7]1[CH:8]2[CH2:9][CH2:10][CH:14]1[CH2:13][N:12]([C:15]1[C:16]3[CH:23]=[CH:22][NH:21][C:17]=3[N:18]=[CH:19][N:20]=1)[CH2:11]2)=[S:35])[C:27]1[CH:32]=[CH:31][CH:30]=[CH:29][CH:28]=1. (3) Given the reactants [CH2:1]([NH:3][C@H:4]1[CH2:8][CH2:7][NH:6][CH2:5]1)[CH3:2].C(N(CC)CC)C.[CH:16]1([C:19]2[O:20][C:21]3[C:22](=[C:24]([C:36]#[N:37])[C:25]([CH3:35])=[C:26]([C:29]4[CH:34]=[CH:33][CH:32]=[CH:31][CH:30]=4)[C:27]=3F)[N:23]=2)[CH2:18][CH2:17]1, predict the reaction product. The product is: [CH:16]1([C:19]2[O:20][C:21]3[C:22](=[C:24]([C:36]#[N:37])[C:25]([CH3:35])=[C:26]([C:29]4[CH:30]=[CH:31][CH:32]=[CH:33][CH:34]=4)[C:27]=3[N:6]3[CH2:7][CH2:8][C@H:4]([NH:3][CH2:1][CH3:2])[CH2:5]3)[N:23]=2)[CH2:18][CH2:17]1.